This data is from Forward reaction prediction with 1.9M reactions from USPTO patents (1976-2016). The task is: Predict the product of the given reaction. Given the reactants [NH2:1][C:2]([NH2:4])=[S:3].[C:5]([C:7]([C:19]#[N:20])=[CH:8][C:9]1[CH:14]=[CH:13][C:12]([NH:15][C:16](=[O:18])[CH3:17])=[CH:11][CH:10]=1)#[N:6].[C:21](=O)(O)[O-].[Na+].[CH2:26]1[C:31](=O)[N:30](Br)[C:28](=O)[CH2:27]1.[CH:34](OC(C)C)(C)[CH3:35], predict the reaction product. The product is: [NH2:6][C:5]1[N:4]=[C:2]([S:3][CH2:21][C:31]2[CH:26]=[CH:35][CH:34]=[C:28]([CH3:27])[N:30]=2)[N:1]=[C:8]([C:9]2[CH:14]=[CH:13][C:12]([NH:15][C:16](=[O:18])[CH3:17])=[CH:11][CH:10]=2)[C:7]=1[C:19]#[N:20].